Dataset: Full USPTO retrosynthesis dataset with 1.9M reactions from patents (1976-2016). Task: Predict the reactants needed to synthesize the given product. (1) Given the product [O:1]=[C:2]1[CH2:10][CH2:9][CH:8]2[CH:4]([CH2:5][N:6]([C:11]([O:13][C:14]([CH3:17])([CH3:16])[CH3:15])=[O:12])[CH2:7]2)[CH2:3]1, predict the reactants needed to synthesize it. The reactants are: [OH:1][CH:2]1[CH2:10][CH2:9][CH:8]2[CH:4]([CH2:5][N:6]([C:11]([O:13][C:14]([CH3:17])([CH3:16])[CH3:15])=[O:12])[CH2:7]2)[CH2:3]1. (2) Given the product [F:1][C:2]([F:48])([F:47])[C:3]1[CH:4]=[C:5]([C@H:13]2[O:17][C:16](=[O:18])[N:15]([CH2:19][C:20]3[C:25]([C:26]4[CH:27]=[C:28]([C:34]5[CH:39]=[CH:38][C:37]([C:40]([O:42][CH3:43])=[O:41])=[CH:36][C:35]=5[CH3:44])[CH:29]=[CH:30][C:31]=4[O:32][CH3:33])=[CH:24][CH:23]=[C:22]([CH:49]4[CH2:51][CH2:50]4)[N:21]=3)[C@H:14]2[CH3:46])[CH:6]=[C:7]([C:9]([F:12])([F:11])[F:10])[CH:8]=1, predict the reactants needed to synthesize it. The reactants are: [F:1][C:2]([F:48])([F:47])[C:3]1[CH:4]=[C:5]([C@H:13]2[O:17][C:16](=[O:18])[N:15]([CH2:19][C:20]3[C:25]([C:26]4[CH:27]=[C:28]([C:34]5[CH:39]=[CH:38][C:37]([C:40]([O:42][CH3:43])=[O:41])=[CH:36][C:35]=5[CH3:44])[CH:29]=[CH:30][C:31]=4[O:32][CH3:33])=[CH:24][CH:23]=[C:22](Cl)[N:21]=3)[C@H:14]2[CH3:46])[CH:6]=[C:7]([C:9]([F:12])([F:11])[F:10])[CH:8]=1.[CH:49]1(B(O)O)[CH2:51][CH2:50]1.C([O-])([O-])=O.[K+].[K+]. (3) Given the product [Br:1][C:2]1[CH:7]=[CH:6][C:5]([Cl:8])=[CH:4][C:3]=1[C:9]1[C:10]2[C:22](=[O:23])[CH2:21][CH2:20][C:11]=2[N:12]([CH2:16][C:17]([NH:33][C:32]2[CH:34]=[CH:35][C:29]([C:28]3[NH:27][N:26]=[N:25][N:24]=3)=[CH:30][CH:31]=2)=[O:19])[C:13](=[O:15])[CH:14]=1, predict the reactants needed to synthesize it. The reactants are: [Br:1][C:2]1[CH:7]=[CH:6][C:5]([Cl:8])=[CH:4][C:3]=1[C:9]1[C:10]2[C:22](=[O:23])[CH2:21][CH2:20][C:11]=2[N:12]([CH2:16][C:17]([OH:19])=O)[C:13](=[O:15])[CH:14]=1.[NH:24]1[C:28]([C:29]2[CH:35]=[CH:34][C:32]([NH2:33])=[CH:31][CH:30]=2)=[N:27][N:26]=[N:25]1. (4) Given the product [Cl:15][C:16]1[CH:21]=[C:20]([N+:22]([O-:24])=[O:23])[CH:19]=[CH:18][C:17]=1[O:14][CH2:13][C@@H:9]1[CH2:10][CH2:11][CH2:12][N:8]1[C:6]([O:5][C:1]([CH3:4])([CH3:3])[CH3:2])=[O:7], predict the reactants needed to synthesize it. The reactants are: [C:1]([O:5][C:6]([N:8]1[CH2:12][CH2:11][CH2:10][C@H:9]1[CH2:13][OH:14])=[O:7])([CH3:4])([CH3:3])[CH3:2].[Cl:15][C:16]1[CH:21]=[C:20]([N+:22]([O-:24])=[O:23])[CH:19]=[CH:18][C:17]=1O. (5) Given the product [Cl:25][CH2:17][C:14]1[CH:13]=[N:12][C:11]([C:8]2[CH:9]=[CH:10][C:5]([O:4][CH2:1][CH2:2][CH3:3])=[CH:6][C:7]=2[C:19]([F:22])([F:21])[F:20])=[N:16][CH:15]=1, predict the reactants needed to synthesize it. The reactants are: [CH2:1]([O:4][C:5]1[CH:10]=[CH:9][C:8]([C:11]2[N:16]=[CH:15][C:14]([CH2:17]O)=[CH:13][N:12]=2)=[C:7]([C:19]([F:22])([F:21])[F:20])[CH:6]=1)[CH2:2][CH3:3].S(Cl)([Cl:25])=O. (6) Given the product [Cl:17][C:18]1[NH:26][C:25]2[C:24](=[O:30])[N:23]([CH2:15][CH2:14][CH2:13][C:11]3[O:10][N:9]=[C:8]([CH2:7][C:1]4[CH:2]=[CH:3][CH:4]=[CH:5][CH:6]=4)[N:12]=3)[C:22](=[O:31])[N:21]([CH2:32][CH2:33][CH2:34][CH2:35][CH3:36])[C:20]=2[N:19]=1, predict the reactants needed to synthesize it. The reactants are: [C:1]1([CH2:7][C:8]2[N:12]=[C:11]([CH2:13][CH2:14][CH2:15]O)[O:10][N:9]=2)[CH:6]=[CH:5][CH:4]=[CH:3][CH:2]=1.[Cl:17][C:18]1[N:26](CC=C)[C:25]2[C:24](=[O:30])[NH:23][C:22](=[O:31])[N:21]([CH2:32][CH2:33][CH2:34][CH2:35][CH3:36])[C:20]=2[N:19]=1.C1C=CC(P(C2C=CC=CC=2)C2C=CC=CC=2)=CC=1.C1C=CC(COC(/N=N/C(OCC2C=CC=CC=2)=O)=O)=CC=1.N1CCOCC1. (7) Given the product [CH3:1][C:2]([CH3:7])([CH3:6])[C:3]([N:41]1[CH2:42][CH2:43][CH2:44][C:45]2[CH:50]=[C:49]([C:51]([NH:16][OH:15])=[O:53])[CH:48]=[CH:47][C:46]=2[CH2:40]1)=[O:4], predict the reactants needed to synthesize it. The reactants are: [CH3:1][C:2]([CH3:7])([CH3:6])[C:3](O)=[O:4].CN(C([O:15][N:16]1N=NC2C=CC=NC1=2)=[N+](C)C)C.F[P-](F)(F)(F)(F)F.C(N(CC)CC)C.Cl.[CH2:40]1[C:46]2[CH:47]=[CH:48][C:49]([C:51]([O:53]C)=O)=[CH:50][C:45]=2[CH2:44][CH2:43][CH2:42][NH:41]1.ClC(Cl)C.C([O-])(O)=O.[Na+].[OH-].[K+].Cl.NO.C(O)(=O)C.